The task is: Predict the product of the given reaction.. This data is from Forward reaction prediction with 1.9M reactions from USPTO patents (1976-2016). (1) Given the reactants [NH2:1][CH2:2][C@H:3]([NH:11][C:12](=[O:18])[O:13][C:14]([CH3:17])([CH3:16])[CH3:15])[CH2:4][C:5]1[CH:10]=[CH:9][CH:8]=[CH:7][CH:6]=1.[C:19]([O:23][C:24]([N:26]1[CH2:28][C@H:27]1[CH2:29][C:30]1[CH:35]=[CH:34][CH:33]=[CH:32][CH:31]=1)=[O:25])([CH3:22])([CH3:21])[CH3:20], predict the reaction product. The product is: [C:14]([O:13][C:12]([NH:11][C@H:3]([CH2:4][C:5]1[CH:10]=[CH:9][CH:8]=[CH:7][CH:6]=1)[CH2:2][NH:1][CH2:28][C@H:27]([NH:26][C:24]([O:23][C:19]([CH3:20])([CH3:22])[CH3:21])=[O:25])[CH2:29][C:30]1[CH:35]=[CH:34][CH:33]=[CH:32][CH:31]=1)=[O:18])([CH3:15])([CH3:17])[CH3:16]. (2) Given the reactants [CH3:1][O:2][CH2:3][CH2:4][O:5][C:6]1[CH:7]=[CH:8][C:9]2[C:10]3[C:18]([C:19]4[CH:24]=[CH:23][CH:22]=[C:21]([N+:25]([O-:27])=[O:26])[C:20]=4[CH3:28])=[N:17][NH:16][C:15](=O)[C:11]=3[NH:12][C:13]=2[CH:14]=1.P(Cl)(Cl)([Cl:32])=O, predict the reaction product. The product is: [Cl:32][C:15]1[C:11]2[NH:12][C:13]3[CH:14]=[C:6]([O:5][CH2:4][CH2:3][O:2][CH3:1])[CH:7]=[CH:8][C:9]=3[C:10]=2[C:18]([C:19]2[CH:24]=[CH:23][CH:22]=[C:21]([N+:25]([O-:27])=[O:26])[C:20]=2[CH3:28])=[N:17][N:16]=1. (3) Given the reactants Cl.[NH2:2][C@@H:3]([CH3:9])[C:4]([O:6][CH2:7][CH3:8])=[O:5].C([O-])([O-])=O.[K+].[K+].Br[CH2:17][C:18]1[CH:23]=[CH:22][CH:21]=[CH:20][CH:19]=1, predict the reaction product. The product is: [CH2:17]([N:2]([CH2:17][C:18]1[CH:23]=[CH:22][CH:21]=[CH:20][CH:19]=1)[C@@H:3]([CH3:9])[C:4]([O:6][CH2:7][CH3:8])=[O:5])[C:18]1[CH:23]=[CH:22][CH:21]=[CH:20][CH:19]=1. (4) Given the reactants CS(O[CH2:6][C@H:7]1[CH2:12][N:11]([S:13]([C:16]2[S:17][CH:18]=[CH:19][CH:20]=2)(=[O:15])=[O:14])[CH2:10][CH2:9][N:8]1[C:21]1[CH:26]=[CH:25][C:24]([C:27]([OH:33])([CH3:32])[C:28]([F:31])([F:30])[F:29])=[CH:23][CH:22]=1)(=O)=O.Cl.[NH:35]1[CH2:40][CH2:39][O:38][CH2:37][CH:36]1[CH2:41][NH:42][S:43]([CH3:46])(=[O:45])=[O:44].C(=O)([O-])[O-].[K+].[K+], predict the reaction product. The product is: [S:17]1[CH:18]=[CH:19][CH:20]=[C:16]1[S:13]([N:11]1[CH2:10][CH2:9][N:8]([C:21]2[CH:22]=[CH:23][C:24]([C:27]([OH:33])([CH3:32])[C:28]([F:31])([F:30])[F:29])=[CH:25][CH:26]=2)[C@@H:7]([CH2:6][N:35]2[CH2:40][CH2:39][O:38][CH2:37][CH:36]2[CH2:41][NH:42][S:43]([CH3:46])(=[O:45])=[O:44])[CH2:12]1)(=[O:14])=[O:15]. (5) The product is: [NH2:1][C:2]1[N:3]=[C:4]([O:12][CH3:11])[C:5]([C:8]#[N:9])=[N:6][CH:7]=1. Given the reactants [NH2:1][C:2]1[N:3]=[C:4](Cl)[C:5]([C:8]#[N:9])=[N:6][CH:7]=1.[CH3:11][O-:12].[Na+].CO, predict the reaction product. (6) Given the reactants [NH2:1][CH2:2][C:3]1[N:8]=[CH:7][C:6]([NH:9][C:10]2[CH:15]=[CH:14][C:13]([Cl:16])=[CH:12][C:11]=2[Br:17])=[CH:5][CH:4]=1.FC(F)(F)C([O-])=O.[N:25]1[CH:30]=[C:29]([C:31]([NH:33][C:34]2([C:37](O)=[O:38])[CH2:36][CH2:35]2)=[O:32])[CH:28]=[N:27][CH:26]=1, predict the reaction product. The product is: [Br:17][C:11]1[CH:12]=[C:13]([Cl:16])[CH:14]=[CH:15][C:10]=1[NH:9][C:6]1[CH:5]=[CH:4][C:3]([CH2:2][NH:1][C:37]([C:34]2([NH:33][C:31]([C:29]3[CH:28]=[N:27][CH:26]=[N:25][CH:30]=3)=[O:32])[CH2:36][CH2:35]2)=[O:38])=[N:8][CH:7]=1. (7) Given the reactants [CH3:1][C:2]1[CH:7]=[CH:6][CH:5]=[C:4]([CH3:8])[C:3]=1[C:9]1[NH:10][C:11]2[CH:17]=[C:16]([C:18](=O)[C:19]([F:22])([F:21])[F:20])[CH:15]=[CH:14][C:12]=2[N:13]=1.[CH3:24][C:25]1[CH:26]=[C:27]([CH:29]=[CH:30][C:31]=1[CH3:32])[NH2:28].C(N(C(C)C)CC)(C)C, predict the reaction product. The product is: [CH3:24][C:25]1[CH:26]=[C:27](/[N:28]=[C:18](/[C:16]2[CH:15]=[CH:14][C:12]3[N:13]=[C:9]([C:3]4[C:4]([CH3:8])=[CH:5][CH:6]=[CH:7][C:2]=4[CH3:1])[NH:10][C:11]=3[CH:17]=2)\[C:19]([F:22])([F:20])[F:21])[CH:29]=[CH:30][C:31]=1[CH3:32].